Dataset: Full USPTO retrosynthesis dataset with 1.9M reactions from patents (1976-2016). Task: Predict the reactants needed to synthesize the given product. Given the product [N:25]1([NH:24][C:21]([C:10]2[N:11]([CH3:20])[C:12]([C:13]3[CH:18]=[CH:17][C:16]([CH3:19])=[CH:15][CH:14]=3)=[C:8]([C:5]3[CH:6]=[CH:7][C:2]([CH3:1])=[CH:3][CH:4]=3)[N:9]=2)=[O:22])[CH2:30][CH2:29][CH2:28][CH2:27][CH2:26]1, predict the reactants needed to synthesize it. The reactants are: [CH3:1][C:2]1[CH:7]=[CH:6][C:5]([C:8]2[N:9]=[C:10]([C:21](O)=[O:22])[N:11]([CH3:20])[C:12]=2[C:13]2[CH:18]=[CH:17][C:16]([CH3:19])=[CH:15][CH:14]=2)=[CH:4][CH:3]=1.[NH2:24][N:25]1[CH2:30][CH2:29][CH2:28][CH2:27][CH2:26]1.N1CCCCC1.C1CN([P+](ON2N=NC3C=CC=CC2=3)(N2CCCC2)N2CCCC2)CC1.F[P-](F)(F)(F)(F)F.CCN(C(C)C)C(C)C.